Task: Regression. Given a peptide amino acid sequence and an MHC pseudo amino acid sequence, predict their binding affinity value. This is MHC class I binding data.. Dataset: Peptide-MHC class I binding affinity with 185,985 pairs from IEDB/IMGT (1) The peptide sequence is YSQGAFTPL. The MHC is HLA-B44:02 with pseudo-sequence HLA-B44:02. The binding affinity (normalized) is 0.213. (2) The peptide sequence is QMRAVGQPL. The MHC is HLA-B07:02 with pseudo-sequence HLA-B07:02. The binding affinity (normalized) is 0.902. (3) The peptide sequence is MTAASYARY. The MHC is HLA-A30:01 with pseudo-sequence HLA-A30:01. The binding affinity (normalized) is 0.358. (4) The peptide sequence is AKYEICLEK. The MHC is HLA-B35:01 with pseudo-sequence YYATYRNIFTNTYESNLYIRYDSYTWAVLAYLWY. The binding affinity (normalized) is 0.0847.